From a dataset of Full USPTO retrosynthesis dataset with 1.9M reactions from patents (1976-2016). Predict the reactants needed to synthesize the given product. Given the product [CH2:36]([O:35][C:33](=[O:34])[CH2:32][CH:31]=[CH:18][C:8]1[C:7]2[N:20]=[C:3]([O:2][CH3:1])[CH:4]=[CH:5][C:6]=2[N:10]2[CH2:11][C:12]3[C:17](=[CH:16][CH:15]=[CH:14][CH:13]=3)[C:9]=12)[CH3:37], predict the reactants needed to synthesize it. The reactants are: [CH3:1][O:2][C:3]1[CH:4]=[CH:5][C:6]2[N:10]3[CH2:11][C:12]4[C:17]([C:9]3=[C:8]([CH:18]=O)[C:7]=2[N:20]=1)=[CH:16][CH:15]=[CH:14][CH:13]=4.[H-].[Na+].C(OP([CH2:31][CH2:32][C:33]([O:35][CH2:36][CH3:37])=[O:34])(OCC)=O)C.